This data is from hERG potassium channel inhibition data for cardiac toxicity prediction from Karim et al.. The task is: Regression/Classification. Given a drug SMILES string, predict its toxicity properties. Task type varies by dataset: regression for continuous values (e.g., LD50, hERG inhibition percentage) or binary classification for toxic/non-toxic outcomes (e.g., AMES mutagenicity, cardiotoxicity, hepatotoxicity). Dataset: herg_karim. (1) The compound is COc1nc(C2=NOC[C@H](c3cc4ccccc4o3)N2)ccc1-n1cnc(C)c1. The result is 0 (non-blocker). (2) The molecule is c1ccc(-n2ncc3c2CCC3CCN2CCSCC2)cc1. The result is 1 (blocker).